From a dataset of Catalyst prediction with 721,799 reactions and 888 catalyst types from USPTO. Predict which catalyst facilitates the given reaction. Reactant: Cl.[F:2][C:3]1[CH:8]=[CH:7][C:6]([CH:9]([C:17]2[CH:22]=[CH:21][C:20]([F:23])=[CH:19][CH:18]=2)[CH:10]2[C:15](=[O:16])[CH2:14][CH2:13][NH:12][CH2:11]2)=[CH:5][CH:4]=1.C(N(C(C)C)CC)(C)C.[CH:33]1[C:38]([CH2:39]O)=[CH:37][CH:36]=[C:35]([OH:41])[CH:34]=1. Product: [F:2][C:3]1[CH:8]=[CH:7][C:6]([CH:9]([C:17]2[CH:18]=[CH:19][C:20]([F:23])=[CH:21][CH:22]=2)[CH:10]2[C:15](=[O:16])[CH2:14][CH2:13][N:12]([CH2:39][C:38]3[CH:37]=[CH:36][C:35]([OH:41])=[CH:34][CH:33]=3)[CH2:11]2)=[CH:5][CH:4]=1. The catalyst class is: 4.